From a dataset of Full USPTO retrosynthesis dataset with 1.9M reactions from patents (1976-2016). Predict the reactants needed to synthesize the given product. Given the product [NH2:15][C:12]1[CH:13]=[CH:14][C:9]([N:6]2[CH2:5][CH2:4][CH:3]([N:2]([CH3:18])[CH3:1])[CH2:8][CH2:7]2)=[CH:10][CH:11]=1, predict the reactants needed to synthesize it. The reactants are: [CH3:1][N:2]([CH3:18])[CH:3]1[CH2:8][CH2:7][N:6]([C:9]2[CH:14]=[CH:13][C:12]([N+:15]([O-])=O)=[CH:11][CH:10]=2)[CH2:5][CH2:4]1.